This data is from Full USPTO retrosynthesis dataset with 1.9M reactions from patents (1976-2016). The task is: Predict the reactants needed to synthesize the given product. (1) Given the product [CH3:1][C@H:2]1[C@@H:3]([C:9]2[CH:14]=[CH:13][CH:12]=[CH:11][CH:10]=2)[N:4]([C:16]2[N:26]=[CH:25][C:19]3[O:20][CH2:21][C:22](=[O:24])[NH:23][C:18]=3[CH:17]=2)[CH2:5][C@@H:6]([CH3:8])[O:7]1, predict the reactants needed to synthesize it. The reactants are: [CH3:1][C@@H:2]1[O:7][C@H:6]([CH3:8])[CH2:5][NH:4][C@@H:3]1[C:9]1[CH:14]=[CH:13][CH:12]=[CH:11][CH:10]=1.Cl[C:16]1[N:26]=[CH:25][C:19]2[O:20][CH2:21][C:22](=[O:24])[NH:23][C:18]=2[CH:17]=1. (2) The reactants are: [Cl:1][C:2]1[CH:3]=[C:4]([O:13][CH3:14])[C:5]([S:10][CH2:11][CH3:12])=[C:6]([CH:9]=1)[CH:7]=O.CO[N:17]=CC1C=C(Br)C=CC=1SCC. Given the product [Cl:1][C:2]1[CH:3]=[C:4]([O:13][CH3:14])[C:5]([S:10][CH2:11][CH3:12])=[C:6]([CH2:7][NH2:17])[CH:9]=1, predict the reactants needed to synthesize it. (3) Given the product [Br:14][CH2:12][C:11]([C:7]1([C:1]2[CH:6]=[CH:5][CH:4]=[CH:3][CH:2]=2)[CH2:10][CH2:9][CH2:8]1)=[O:13], predict the reactants needed to synthesize it. The reactants are: [C:1]1([C:7]2([C:11](=[O:13])[CH3:12])[CH2:10][CH2:9][CH2:8]2)[CH:6]=[CH:5][CH:4]=[CH:3][CH:2]=1.[Br:14]Br.O. (4) Given the product [CH3:1][N:2]1[CH2:3][CH2:4][N:5]([C:8]([C:10]2[CH:11]=[C:12]([CH:23]=[CH:24][CH:25]=2)[C:13]([OH:15])=[O:14])=[O:9])[CH2:6][CH2:7]1, predict the reactants needed to synthesize it. The reactants are: [CH3:1][N:2]1[CH2:7][CH2:6][N:5]([C:8]([C:10]2[CH:11]=[C:12]([CH:23]=[CH:24][CH:25]=2)[C:13]([O:15]CC2C=CC=CC=2)=[O:14])=[O:9])[CH2:4][CH2:3]1.C(O)C(F)(F)F.ClCCl. (5) Given the product [C:19]([C:21]1[CH:27]=[C:26]([NH:13][C:12]2[C:11]3[C:10](=[CH:9][CH:8]=[C:6]4[N:7]=[C:3]([C:1]#[N:2])[S:4][C:5]4=3)[N:14]=[CH:15][N:16]=2)[CH:25]=[CH:23][CH:22]=1)#[CH:20], predict the reactants needed to synthesize it. The reactants are: [C:1]([C:3]1[S:4][C:5]2[C:11]([C:12]#[N:13])=[C:10](/[N:14]=[CH:15]/[N:16](C)C)[CH:9]=[CH:8][C:6]=2[N:7]=1)#[N:2].[C:19]([C:21]1[CH:22]=[C:23]([CH:25]=[CH:26][CH:27]=1)N)#[CH:20].[K+].[Br-]. (6) The reactants are: [C:1]([C:3]1([NH:6][C:7](=[O:35])[C@H:8]([CH2:30][C:31]([F:34])([CH3:33])[CH3:32])[NH:9][C@@H:10]([C:15]2[CH:20]=[CH:19][C:18](B3OC(C)(C)C(C)(C)O3)=[CH:17][CH:16]=2)[C:11]([F:14])([F:13])[F:12])[CH2:5][CH2:4]1)#[N:2].Br[C:37]1[CH:42]=[CH:41][C:40]([C@@H:43]([OH:47])[CH:44]([F:46])[F:45])=[CH:39][CH:38]=1.C(=O)(O)[O-].[Na+].ClCCl.OC(C(O)(C)C)(C)C. Given the product [C:1]([C:3]1([NH:6][C:7](=[O:35])[C@H:8]([CH2:30][C:31]([F:34])([CH3:33])[CH3:32])[NH:9][C@@H:10]([C:15]2[CH:16]=[CH:17][C:18]([C:37]3[CH:38]=[CH:39][C:40]([C@@H:43]([OH:47])[CH:44]([F:46])[F:45])=[CH:41][CH:42]=3)=[CH:19][CH:20]=2)[C:11]([F:13])([F:14])[F:12])[CH2:4][CH2:5]1)#[N:2], predict the reactants needed to synthesize it. (7) Given the product [CH:24]([S:23][C:18]1[CH:19]=[CH:20][CH:21]=[CH:22][C:17]=1[C:16]([NH:15][C:6]1([C:4]([OH:5])=[O:3])[CH2:14][C:13]2[C:8](=[CH:9][CH:10]=[CH:11][CH:12]=2)[CH2:7]1)=[O:27])([CH3:26])[CH3:25], predict the reactants needed to synthesize it. The reactants are: C([O:3][C:4]([C:6]1([NH:15][C:16](=[O:27])[C:17]2[CH:22]=[CH:21][CH:20]=[CH:19][C:18]=2[S:23][CH:24]([CH3:26])[CH3:25])[CH2:14][C:13]2[C:8](=[CH:9][CH:10]=[CH:11][CH:12]=2)[CH2:7]1)=[O:5])C.O1CCOCC1.CO.O. (8) Given the product [F:1][C:2]1[CH:3]=[C:4]([C:19]2[CH:24]=[CH:23][C:22]([C:25]([NH:27][C@H:28]([C:32]([OH:34])=[O:33])[CH:29]([CH3:31])[CH3:30])=[O:26])=[CH:21][CH:20]=2)[CH:5]=[CH:6][C:7]=1[NH:8][C:9]1[S:10][C:11]2[CH:17]=[C:16]([F:18])[CH:15]=[CH:14][C:12]=2[N:13]=1, predict the reactants needed to synthesize it. The reactants are: [F:1][C:2]1[CH:3]=[C:4]([C:19]2[CH:24]=[CH:23][C:22]([C:25]([NH:27][C@H:28]([C:32]([O:34]C)=[O:33])[CH:29]([CH3:31])[CH3:30])=[O:26])=[CH:21][CH:20]=2)[CH:5]=[CH:6][C:7]=1[NH:8][C:9]1[S:10][C:11]2[CH:17]=[C:16]([F:18])[CH:15]=[CH:14][C:12]=2[N:13]=1.CO.[Li+].[OH-].Cl. (9) Given the product [C:14]1([S:20]([N:7]2[CH2:25][C:26](=[O:27])[C:13]3[CH:12]=[CH:11][CH:10]=[CH:9][C:8]=3[C:1]3[CH:6]=[CH:5][CH:4]=[CH:3][C:2]2=3)(=[O:22])=[O:21])[CH:19]=[CH:18][CH:17]=[CH:16][CH:15]=1, predict the reactants needed to synthesize it. The reactants are: [C:1]1([C:8]2[CH:13]=[CH:12][CH:11]=[CH:10][CH:9]=2)[C:2]([NH2:7])=[CH:3][CH:4]=[CH:5][CH:6]=1.[C:14]1([S:20](Cl)(=[O:22])=[O:21])[CH:19]=[CH:18][CH:17]=[CH:16][CH:15]=1.Br[CH2:25][C:26](OCC)=[O:27].